Dataset: HIV replication inhibition screening data with 41,000+ compounds from the AIDS Antiviral Screen. Task: Binary Classification. Given a drug SMILES string, predict its activity (active/inactive) in a high-throughput screening assay against a specified biological target. (1) The drug is C=CCCC1CCCCCC1=NN(C)C. The result is 0 (inactive). (2) The drug is [O+]#C[Mo+]1234(C#[O+])([PH](Oc5ccccc5)(Oc5ccccc5)Oc5ccccc5)C5=C1[C-]2C3=C54. The result is 0 (inactive). (3) The compound is CN1CCN(c2cc3c(cc2F)c(=O)c(C(=O)O)cn3C2CC2)CC1CC#N. The result is 0 (inactive). (4) The molecule is COC(=NN=Cc1ccc(Cl)cc1)c1ccncc1. The result is 0 (inactive). (5) The molecule is O=c1cc[nH]c2c1ccc1ncccc12. The result is 0 (inactive). (6) The molecule is Cc1nc2ccc(Cl)cc2c(Cl)c1CCCl. The result is 0 (inactive). (7) The compound is Cc1ccccc1NC(=O)C(=O)CC(=O)c1c(C)[n+]([O-])c2ccccc2[n+]1[O-]. The result is 0 (inactive).